The task is: Predict the product of the given reaction.. This data is from Forward reaction prediction with 1.9M reactions from USPTO patents (1976-2016). (1) Given the reactants [CH3:1][C:2]1[CH:7]=[CH:6][N:5]=[CH:4][C:3]=1[C:8]1[C:9](=[O:34])[NH:10][C:11](=[O:33])[N:12]([CH2:14][CH2:15][CH2:16][N:17]2[CH2:22][C@H:21]3[C@:19]([C:23]4[CH:28]=[CH:27][C:26]([C:29]([F:32])([F:31])[F:30])=[CH:25][CH:24]=4)([CH2:20]3)[CH2:18]2)[CH:13]=1.[ClH:35], predict the reaction product. The product is: [ClH:35].[ClH:35].[CH3:1][C:2]1[CH:7]=[CH:6][N:5]=[CH:4][C:3]=1[C:8]1[C:9](=[O:34])[NH:10][C:11](=[O:33])[N:12]([CH2:14][CH2:15][CH2:16][N:17]2[CH2:22][C@H:21]3[C@:19]([C:23]4[CH:24]=[CH:25][C:26]([C:29]([F:32])([F:31])[F:30])=[CH:27][CH:28]=4)([CH2:20]3)[CH2:18]2)[CH:13]=1. (2) The product is: [CH3:1][O:2][C:3](=[O:55])[C@@H:4]([NH:20][C:21]([C@@H:23]1[CH2:36][C:35]2[CH:34]=[C:33]3[C:28]([O:29][C@@H:30]([C:39]4[CH:40]=[CH:41][C:42]([O:45][CH2:60][C:59]5[CH:62]=[CH:63][C:64]([Cl:65])=[C:57]([Cl:56])[CH:58]=5)=[CH:43][CH:44]=4)[C:31](=[O:38])[N:32]3[CH3:37])=[CH:27][C:26]=2[CH2:25][N:24]1[C@H:46]([C:49]1[CH:50]=[CH:51][CH:52]=[CH:53][CH:54]=1)[CH2:47][CH3:48])=[O:22])[CH2:5][C:6]1[CH:11]=[CH:10][C:9]([C:12]2[CH:13]=[CH:14][C:15]([O:18][CH3:19])=[CH:16][CH:17]=2)=[CH:8][CH:7]=1. Given the reactants [CH3:1][O:2][C:3](=[O:55])[C@@H:4]([NH:20][C:21]([C@@H:23]1[CH2:36][C:35]2[CH:34]=[C:33]3[C:28]([O:29][C@@H:30]([C:39]4[CH:44]=[CH:43][C:42]([OH:45])=[CH:41][CH:40]=4)[C:31](=[O:38])[N:32]3[CH3:37])=[CH:27][C:26]=2[CH2:25][N:24]1[C@H:46]([C:49]1[CH:54]=[CH:53][CH:52]=[CH:51][CH:50]=1)[CH2:47][CH3:48])=[O:22])[CH2:5][C:6]1[CH:11]=[CH:10][C:9]([C:12]2[CH:17]=[CH:16][C:15]([O:18][CH3:19])=[CH:14][CH:13]=2)=[CH:8][CH:7]=1.[Cl:56][C:57]1[CH:58]=[C:59]([CH:62]=[CH:63][C:64]=1[Cl:65])[CH2:60]Br.C(=O)([O-])[O-].[K+].[K+].C(=O)([O-])[O-].[Na+].[Na+], predict the reaction product. (3) Given the reactants [CH3:1][C:2](=O)[CH2:3][C:4](=[O:6])[CH3:5].[C:8]([C:10]1[CH:17]=[CH:16][C:13]([CH:14]=O)=[CH:12][CH:11]=1)#[N:9].[F:18][C:19]1[CH:20]=[C:21]([NH:29][C:30]([NH2:32])=[O:31])[CH:22]=[C:23]([C:25]([F:28])([F:27])[F:26])[CH:24]=1, predict the reaction product. The product is: [C:4]([C:3]1[C@@H:14]([C:13]2[CH:16]=[CH:17][C:10]([C:8]#[N:9])=[CH:11][CH:12]=2)[NH:32][C:30](=[O:31])[N:29]([C:21]2[CH:22]=[C:23]([C:25]([F:27])([F:28])[F:26])[CH:24]=[C:19]([F:18])[CH:20]=2)[C:2]=1[CH3:1])(=[O:6])[CH3:5]. (4) Given the reactants [CH2:1]([O:3][C:4]([C:6]1[C:7](=[O:29])[C:8]2[CH:13]=[N:12][C:11](S(C)(=O)=O)=[N:10][C:9]=2[N:18]([C:20]2[CH:21]=[C:22]3[C:26](=[CH:27][CH:28]=2)[CH2:25][CH2:24][CH2:23]3)[CH:19]=1)=[O:5])[CH3:2].[CH3:30][N:31]1[CH2:36][CH2:35][N:34]([C:37]2[CH:42]=[CH:41][C:40]([NH2:43])=[CH:39][CH:38]=2)[CH2:33][CH2:32]1, predict the reaction product. The product is: [CH2:1]([O:3][C:4]([C:6]1[C:7](=[O:29])[C:8]2[CH:13]=[N:12][C:11]([NH:43][C:40]3[CH:39]=[CH:38][C:37]([N:34]4[CH2:33][CH2:32][N:31]([CH3:30])[CH2:36][CH2:35]4)=[CH:42][CH:41]=3)=[N:10][C:9]=2[N:18]([C:20]2[CH:21]=[C:22]3[C:26](=[CH:27][CH:28]=2)[CH2:25][CH2:24][CH2:23]3)[CH:19]=1)=[O:5])[CH3:2]. (5) Given the reactants [CH:1]1([NH:4][C:5]([C:7]2[N:12]=[C:11]([C:13]3[CH2:14][CH2:15][N:16]([S:19]([C:22]4[CH:27]=[CH:26][C:25]([O:28][C:29]([F:32])([F:31])[F:30])=[CH:24][CH:23]=4)(=[O:21])=[O:20])[CH2:17][CH:18]=3)[CH:10]=[CH:9][CH:8]=2)=[O:6])[CH2:3][CH2:2]1.FC(F)(F)C1C=C(S([Cl:44])(=O)=O)C=CC=1, predict the reaction product. The product is: [CH:1]1([NH:4][C:5]([C:7]2[N:12]=[C:11]([C:13]3[CH2:18][CH2:17][N:16]([S:19]([C:22]4[CH:23]=[CH:24][C:25]([O:28][C:29]([F:31])([F:30])[F:32])=[CH:26][CH:27]=4)(=[O:21])=[O:20])[CH2:15][CH:14]=3)[CH:10]=[CH:9][C:8]=2[Cl:44])=[O:6])[CH2:3][CH2:2]1. (6) Given the reactants C(OC(=O)[NH:7][C:8]1([C:12]2[CH:17]=[CH:16][C:15]([C:18]3[C:31]([C:32]4[CH:37]=[CH:36][CH:35]=[CH:34][CH:33]=4)=[C:30]([NH:38][CH:39]4[CH2:41][CH2:40]4)[N:21]4[N:22]=[C:23]5[C:28]([CH:27]=[C:26]([F:29])[CH:25]=[CH:24]5)=[C:20]4[N:19]=3)=[CH:14][CH:13]=2)[CH2:11][CH2:10][CH2:9]1)(C)(C)C.Cl, predict the reaction product. The product is: [NH2:7][C:8]1([C:12]2[CH:13]=[CH:14][C:15]([C:18]3[C:31]([C:32]4[CH:33]=[CH:34][CH:35]=[CH:36][CH:37]=4)=[C:30]([NH:38][CH:39]4[CH2:40][CH2:41]4)[N:21]4[N:22]=[C:23]5[C:28]([CH:27]=[C:26]([F:29])[CH:25]=[CH:24]5)=[C:20]4[N:19]=3)=[CH:16][CH:17]=2)[CH2:9][CH2:10][CH2:11]1.